Dataset: Forward reaction prediction with 1.9M reactions from USPTO patents (1976-2016). Task: Predict the product of the given reaction. Given the reactants Br.Br[CH2:3][C:4]([C:6]1[CH:11]=[CH:10][N:9]=[CH:8][CH:7]=1)=O.[Br:12][C:13]1[CH:14]=[C:15]([NH:19][C:20]([NH2:22])=[S:21])[CH:16]=[CH:17][CH:18]=1.N, predict the reaction product. The product is: [Br:12][C:13]1[CH:14]=[C:15]([NH:19][C:20]2[S:21][CH:3]=[C:4]([C:6]3[CH:11]=[CH:10][N:9]=[CH:8][CH:7]=3)[N:22]=2)[CH:16]=[CH:17][CH:18]=1.